From a dataset of Full USPTO retrosynthesis dataset with 1.9M reactions from patents (1976-2016). Predict the reactants needed to synthesize the given product. (1) Given the product [C:17]1([C:16]2[O:23][CH:2]=[C:3]([C:5]3[CH:6]=[CH:7][C:8]4[O:13][CH2:12][C:11](=[O:14])[NH:10][C:9]=4[CH:15]=3)[N:24]=2)[CH:22]=[CH:21][CH:20]=[CH:19][CH:18]=1, predict the reactants needed to synthesize it. The reactants are: Cl[CH2:2][C:3]([C:5]1[CH:6]=[CH:7][C:8]2[O:13][CH2:12][C:11](=[O:14])[NH:10][C:9]=2[CH:15]=1)=O.[C:16]([NH2:24])(=[O:23])[C:17]1[CH:22]=[CH:21][CH:20]=[CH:19][CH:18]=1. (2) The reactants are: [OH:1][CH2:2][CH2:3][C:4]1[CH:9]=[CH:8][C:7]([CH:10]2[CH2:15][CH2:14][N:13]([C:16]([O:18][C:19]([CH3:22])([CH3:21])[CH3:20])=[O:17])[CH2:12][CH:11]2[O:23][CH2:24][C:25]2[CH:34]=[CH:33][C:32]3[C:27](=[CH:28][CH:29]=[CH:30][CH:31]=3)[CH:26]=2)=[CH:6][CH:5]=1.[S:35]1[CH:39]=[CH:38][C:37]([CH2:40][C:41](O)=[O:42])=[CH:36]1. Given the product [CH:26]1[C:27]2[C:32](=[CH:31][CH:30]=[CH:29][CH:28]=2)[CH:33]=[CH:34][C:25]=1[CH2:24][O:23][CH:11]1[CH:10]([C:7]2[CH:8]=[CH:9][C:4]([CH2:3][CH2:2][O:1][C:41](=[O:42])[CH2:40][C:37]3[CH:38]=[CH:39][S:35][CH:36]=3)=[CH:5][CH:6]=2)[CH2:15][CH2:14][N:13]([C:16]([O:18][C:19]([CH3:22])([CH3:20])[CH3:21])=[O:17])[CH2:12]1, predict the reactants needed to synthesize it. (3) Given the product [C:22]([O:21][C:19](=[O:26])[NH:20][C:2]1[CH:7]=[CH:6][N:5]2[N:8]=[C:9]([C:11]3[CH:16]=[CH:15][CH:14]=[CH:13][C:12]=3[O:17][CH3:18])[N:10]=[C:4]2[CH:3]=1)([CH3:25])([CH3:24])[CH3:23], predict the reactants needed to synthesize it. The reactants are: Br[C:2]1[CH:7]=[CH:6][N:5]2[N:8]=[C:9]([C:11]3[CH:16]=[CH:15][CH:14]=[CH:13][C:12]=3[O:17][CH3:18])[N:10]=[C:4]2[CH:3]=1.[C:19](=[O:26])([O:21][C:22]([CH3:25])([CH3:24])[CH3:23])[NH2:20].